Dataset: NCI-60 drug combinations with 297,098 pairs across 59 cell lines. Task: Regression. Given two drug SMILES strings and cell line genomic features, predict the synergy score measuring deviation from expected non-interaction effect. (1) Drug 1: CC1=C2C(C(=O)C3(C(CC4C(C3C(C(C2(C)C)(CC1OC(=O)C(C(C5=CC=CC=C5)NC(=O)OC(C)(C)C)O)O)OC(=O)C6=CC=CC=C6)(CO4)OC(=O)C)OC)C)OC. Drug 2: C1=CC(=CC=C1CCCC(=O)O)N(CCCl)CCCl. Cell line: U251. Synergy scores: CSS=38.6, Synergy_ZIP=-10.8, Synergy_Bliss=-16.5, Synergy_Loewe=-12.2, Synergy_HSA=-10.1. (2) Drug 1: CS(=O)(=O)OCCCCOS(=O)(=O)C. Drug 2: CC1=C(C(=O)C2=C(C1=O)N3CC4C(C3(C2COC(=O)N)OC)N4)N. Cell line: SF-539. Synergy scores: CSS=56.3, Synergy_ZIP=-2.02, Synergy_Bliss=-0.318, Synergy_Loewe=3.17, Synergy_HSA=4.36. (3) Drug 1: CCC(=C(C1=CC=CC=C1)C2=CC=C(C=C2)OCCN(C)C)C3=CC=CC=C3.C(C(=O)O)C(CC(=O)O)(C(=O)O)O. Drug 2: CCC1=C2CN3C(=CC4=C(C3=O)COC(=O)C4(CC)O)C2=NC5=C1C=C(C=C5)O. Cell line: NCI/ADR-RES. Synergy scores: CSS=18.6, Synergy_ZIP=-5.31, Synergy_Bliss=-4.95, Synergy_Loewe=-49.0, Synergy_HSA=-3.31. (4) Drug 1: CC1=C(N=C(N=C1N)C(CC(=O)N)NCC(C(=O)N)N)C(=O)NC(C(C2=CN=CN2)OC3C(C(C(C(O3)CO)O)O)OC4C(C(C(C(O4)CO)O)OC(=O)N)O)C(=O)NC(C)C(C(C)C(=O)NC(C(C)O)C(=O)NCCC5=NC(=CS5)C6=NC(=CS6)C(=O)NCCC[S+](C)C)O. Drug 2: CC1C(C(CC(O1)OC2CC(CC3=C2C(=C4C(=C3O)C(=O)C5=CC=CC=C5C4=O)O)(C(=O)C)O)N)O. Cell line: OVCAR-4. Synergy scores: CSS=24.3, Synergy_ZIP=-5.19, Synergy_Bliss=-6.60, Synergy_Loewe=-7.33, Synergy_HSA=-1.56.